From a dataset of Peptide-MHC class II binding affinity with 134,281 pairs from IEDB. Regression. Given a peptide amino acid sequence and an MHC pseudo amino acid sequence, predict their binding affinity value. This is MHC class II binding data. (1) The peptide sequence is VADDLTAAINKGILV. The MHC is DRB1_0701 with pseudo-sequence DRB1_0701. The binding affinity (normalized) is 0.586. (2) The peptide sequence is APQINFFYYLGEPIV. The MHC is HLA-DPA10201-DPB10501 with pseudo-sequence HLA-DPA10201-DPB10501. The binding affinity (normalized) is 0.486.